Dataset: Retrosynthesis with 50K atom-mapped reactions and 10 reaction types from USPTO. Task: Predict the reactants needed to synthesize the given product. (1) Given the product CNC(=O)c1cc(C2CCC(O)CC2)ccc1N, predict the reactants needed to synthesize it. The reactants are: CNC(=O)c1cc(C2CCC(=O)CC2)ccc1N. (2) Given the product COC(=O)c1ccnc(OCC(C2CCCCC2)n2c(-c3ccc(Cl)cc3)nc3cc(F)c(F)cc32)c1, predict the reactants needed to synthesize it. The reactants are: COC(=O)c1ccnc(O)c1.Fc1cc2nc(-c3ccc(Cl)cc3)n(C(CBr)C3CCCCC3)c2cc1F. (3) Given the product NC(=O)C1CCCc2c1c1c(OCC(=O)O)cccc1n2Cc1ccccc1, predict the reactants needed to synthesize it. The reactants are: COC(=O)COc1cccc2c1c1c(n2Cc2ccccc2)CCCC1C(N)=O. (4) Given the product C=C(C)c1cncc(N)c1, predict the reactants needed to synthesize it. The reactants are: CN(C)C=O.Nc1cncc(Br)c1. (5) Given the product N#Cc1cnc(Oc2ccc3c(c2)COB3O)c(O)c1, predict the reactants needed to synthesize it. The reactants are: COCOc1cc(C#N)cnc1Oc1ccc2c(c1)COB2O. (6) Given the product CCOC(=O)C(C)(C)Cc1c(SC(C)(C)C)c2cc(OCc3cccnc3)ccc2n1Cc1ccc(Cl)cc1, predict the reactants needed to synthesize it. The reactants are: CCOC(=O)C(C)(C)Cc1c(SC(C)(C)C)c2cc(O)ccc2n1Cc1ccc(Cl)cc1.ClCc1cccnc1.